This data is from Peptide-MHC class I binding affinity with 185,985 pairs from IEDB/IMGT. The task is: Regression. Given a peptide amino acid sequence and an MHC pseudo amino acid sequence, predict their binding affinity value. This is MHC class I binding data. (1) The peptide sequence is GDYKLVEI. The MHC is HLA-A29:02 with pseudo-sequence HLA-A29:02. The binding affinity (normalized) is 0. (2) The peptide sequence is KIIAVFDSKL. The MHC is HLA-A02:02 with pseudo-sequence HLA-A02:02. The binding affinity (normalized) is 0.704. (3) The peptide sequence is YPFYVSPTEM. The MHC is HLA-B53:01 with pseudo-sequence HLA-B53:01. The binding affinity (normalized) is 0.436. (4) The peptide sequence is YLGPQFCKS. The MHC is HLA-A02:01 with pseudo-sequence HLA-A02:01. The binding affinity (normalized) is 0.327. (5) The MHC is HLA-A29:02 with pseudo-sequence HLA-A29:02. The binding affinity (normalized) is 0.0847. The peptide sequence is ELQENITAH. (6) The peptide sequence is YVILVGAAF. The MHC is HLA-C07:02 with pseudo-sequence HLA-C07:02. The binding affinity (normalized) is 0.303.